Dataset: Full USPTO retrosynthesis dataset with 1.9M reactions from patents (1976-2016). Task: Predict the reactants needed to synthesize the given product. (1) Given the product [Cl:8][C:5]1[CH:6]=[CH:7][C:2]([NH:1][S:29]([C:26]2[CH:27]=[CH:28][C:23]([C:22]3[O:18][CH:19]=[N:20][CH:21]=3)=[CH:24][CH:25]=2)(=[O:30])=[O:31])=[C:3]([C:9]([C:11]2[C:12]([CH3:17])=[N:13][CH:14]=[CH:15][CH:16]=2)=[O:10])[CH:4]=1, predict the reactants needed to synthesize it. The reactants are: [NH2:1][C:2]1[CH:7]=[CH:6][C:5]([Cl:8])=[CH:4][C:3]=1[C:9]([C:11]1[C:12]([CH3:17])=[N:13][CH:14]=[CH:15][CH:16]=1)=[O:10].[O:18]1[C:22]([C:23]2[CH:28]=[CH:27][C:26]([S:29](Cl)(=[O:31])=[O:30])=[CH:25][CH:24]=2)=[CH:21][N:20]=[CH:19]1. (2) Given the product [CH2:12]([O:8][CH2:7][CH:5]([CH2:4][O:3][C:2]([C:9]1[CH:21]=[CH:20][CH:19]=[CH:18][CH:17]=1)([C:29]1[CH:34]=[CH:33][CH:32]=[CH:31][CH:30]=1)[C:1]1[CH:16]=[CH:15][CH:14]=[CH:13][CH:12]=1)[OH:6])[CH2:13][CH2:14][CH2:15][CH2:16][CH2:17][CH2:18][CH2:19][CH2:20][CH2:21][CH2:22][CH2:23][CH2:24][CH2:25][CH2:26][CH3:27].[CH2:2]([O:3][CH2:4][CH:5]([CH2:7][OH:8])[OH:6])[CH2:9][CH2:25][CH2:24][CH2:23][CH2:22][CH2:21][CH2:20][CH2:19][CH2:18][CH2:17][CH2:16][CH2:15][CH2:14][CH2:13][CH3:12], predict the reactants needed to synthesize it. The reactants are: [CH3:1][C:2]1([CH3:9])[O:6][CH:5]([CH2:7][OH:8])[CH2:4][O:3]1.[OH-].[K+].[CH2:12](Br)[CH2:13][CH2:14][CH2:15][CH2:16][CH2:17][CH2:18][CH2:19][CH2:20][CH2:21][CH2:22][CH2:23][CH2:24][CH2:25][CH2:26][CH3:27].[CH:29]1[CH:34]=[CH:33][CH:32]=[CH:31][CH:30]=1.